From a dataset of Full USPTO retrosynthesis dataset with 1.9M reactions from patents (1976-2016). Predict the reactants needed to synthesize the given product. Given the product [CH:26]1([NH:32][CH2:22][C:21]2[CH:24]=[CH:25][C:18]([N+:15]([O-:17])=[O:16])=[CH:19][CH:20]=2)[CH2:31][CH2:30][CH2:29][CH2:28][CH2:27]1, predict the reactants needed to synthesize it. The reactants are: C(O[BH-](OC(=O)C)OC(=O)C)(=O)C.[Na+].[N+:15]([C:18]1[CH:25]=[CH:24][C:21]([CH:22]=O)=[CH:20][CH:19]=1)([O-:17])=[O:16].[CH:26]1([NH2:32])[CH2:31][CH2:30][CH2:29][CH2:28][CH2:27]1.[OH-].[Na+].